This data is from Full USPTO retrosynthesis dataset with 1.9M reactions from patents (1976-2016). The task is: Predict the reactants needed to synthesize the given product. (1) Given the product [CH3:34][CH2:33][NH:32][CH:30]([CH2:29][C:27]1[CH:26]=[CH:25][C:23]2[O:24][CH2:20][O:21][C:22]=2[CH:28]=1)[CH3:31], predict the reactants needed to synthesize it. The reactants are: CS(C)=O.O=C1CCC(=O)N1OC(=O)CCC(NC[CH:20]1[O:24][C:23]2[CH:25]=[CH:26][C:27]([CH2:29][CH:30]([N:32](CC)[C:33](=O)[C:34](F)(F)F)[CH3:31])=[CH:28][C:22]=2[O:21]1)=O. (2) Given the product [C:1]1([C:7]2[CH:8]=[C:9]([CH:16]([OH:18])[CH3:17])[S:10][C:11]=2[C:12]([F:13])([F:14])[F:15])[CH:2]=[CH:3][CH:4]=[CH:5][CH:6]=1, predict the reactants needed to synthesize it. The reactants are: [C:1]1([C:7]2[CH:8]=[C:9]([C:16](=[O:18])[CH3:17])[S:10][C:11]=2[C:12]([F:15])([F:14])[F:13])[CH:6]=[CH:5][CH:4]=[CH:3][CH:2]=1.CC(C[AlH]CC(C)C)C.[C@H](O)(C([O-])=O)[C@@H](O)C([O-])=O.[Na+].[K+]. (3) Given the product [Cl:3][C:4]1[CH:5]=[C:6]([C:14]2[O:18][N:17]=[C:16]([C:19]3[CH:20]=[CH:21][C:22]([F:35])=[C:23]4[C:27]=3[NH:26][CH:25]=[C:24]4[CH2:28][CH2:29][C:30]([OH:32])=[O:31])[N:15]=2)[CH:7]=[CH:8][C:9]=1[O:10][CH:11]([CH3:13])[CH3:12], predict the reactants needed to synthesize it. The reactants are: [OH-].[Na+].[Cl:3][C:4]1[CH:5]=[C:6]([C:14]2[O:18][N:17]=[C:16]([C:19]3[CH:20]=[CH:21][C:22]([F:35])=[C:23]4[C:27]=3[NH:26][CH:25]=[C:24]4[CH2:28][CH2:29][C:30]([O:32]CC)=[O:31])[N:15]=2)[CH:7]=[CH:8][C:9]=1[O:10][CH:11]([CH3:13])[CH3:12].Cl. (4) Given the product [OH:24][C:25]1[CH:30]=[C:29]([CH3:31])[O:28][C:27](=[O:32])[C:26]=1[CH2:4][C:5]1[CH:10]=[CH:9][C:8]([C:11]2[C:12]([C:17]#[N:18])=[CH:13][CH:14]=[CH:15][CH:16]=2)=[CH:7][CH:6]=1, predict the reactants needed to synthesize it. The reactants are: [H-].[Na+].Br[CH2:4][C:5]1[CH:10]=[CH:9][C:8]([C:11]2[CH:16]=[CH:15][CH:14]=[CH:13][C:12]=2[C:17]#[N:18])=[CH:7][CH:6]=1.CN(C)C=O.[OH:24][C:25]1[CH:30]=[C:29]([CH3:31])[O:28][C:27](=[O:32])[CH:26]=1. (5) Given the product [Cl:1][C:2]1[N:7]=[C:6]([CH2:8][C:14]([C:13]2[CH:19]=[CH:20][C:10]([F:9])=[CH:11][CH:12]=2)=[O:15])[CH:5]=[CH:4][CH:3]=1, predict the reactants needed to synthesize it. The reactants are: [Cl:1][C:2]1[N:7]=[C:6]([CH3:8])[CH:5]=[CH:4][CH:3]=1.[F:9][C:10]1[CH:20]=[CH:19][C:13]([C:14](OCC)=[O:15])=[CH:12][CH:11]=1.C[Si]([N-][Si](C)(C)C)(C)C.[Li+]. (6) Given the product [CH3:18][C:3]1[C:2]([B:22]2[O:23][C:24]([CH3:26])([CH3:25])[C:20]([CH3:27])([CH3:19])[O:21]2)=[C:6]([C:7]2([NH:10][C:11](=[O:17])[O:12][C:13]([CH3:16])([CH3:15])[CH3:14])[CH2:9][CH2:8]2)[O:5][N:4]=1, predict the reactants needed to synthesize it. The reactants are: Br[C:2]1[C:3]([CH3:18])=[N:4][O:5][C:6]=1[C:7]1([NH:10][C:11](=[O:17])[O:12][C:13]([CH3:16])([CH3:15])[CH3:14])[CH2:9][CH2:8]1.[CH3:19][C:20]1([CH3:27])[C:24]([CH3:26])([CH3:25])[O:23][BH:22][O:21]1.C(N(CC)CC)C. (7) The reactants are: [OH:1][C:2]1[C:11](I)=[C:10]2[C:5]([CH2:6][C@@H:7]([C:13]([OH:15])=[O:14])[NH:8][CH2:9]2)=[CH:4][C:3]=1I.CCN(CC)CC. Given the product [OH:1][C:2]1[CH:11]=[C:10]2[C:5]([CH2:6][C@@H:7]([C:13]([OH:15])=[O:14])[NH:8][CH2:9]2)=[CH:4][CH:3]=1, predict the reactants needed to synthesize it.